From a dataset of Reaction yield outcomes from USPTO patents with 853,638 reactions. Predict the reaction yield, written as a fraction of the theoretical maximum amount of product (1.0 means a 100% yield; for example, 0.34 means a 34% yield). (1) The reactants are Br[CH2:2][C:3]([C:5]1[CH:10]=[CH:9][C:8]([F:11])=[CH:7][CH:6]=1)=O.[Cl:12][C:13]1[C:14]([NH2:19])=[N:15][CH:16]=[CH:17][N:18]=1.C(#N)C.[OH-].[Na+]. The catalyst is O.CC(O)C. The product is [Cl:12][C:13]1[C:14]2[N:15]([CH:2]=[C:3]([C:5]3[CH:10]=[CH:9][C:8]([F:11])=[CH:7][CH:6]=3)[N:19]=2)[CH:16]=[CH:17][N:18]=1. The yield is 0.554. (2) The reactants are O1CCCC1.[NH2:6][C:7]1[C:12]([C:13]2[O:17][N:16]=[C:15]([CH2:18][C:19]3[CH:24]=[CH:23][C:22]([OH:25])=[CH:21][CH:20]=3)[CH:14]=2)=[CH:11][CH:10]=[C:9]([NH2:26])[N:8]=1.[OH-].[Na+].[Cl:29][C:30]1[CH:35]=[CH:34][N:33]=[C:32]([CH2:36]Cl)[CH:31]=1. The catalyst is CN(C)C=O. The product is [Cl:29][C:30]1[CH:35]=[CH:34][N:33]=[C:32]([CH2:36][O:25][C:22]2[CH:23]=[CH:24][C:19]([CH2:18][C:15]3[CH:14]=[C:13]([C:12]4[C:7]([NH2:6])=[N:8][C:9]([NH2:26])=[CH:10][CH:11]=4)[O:17][N:16]=3)=[CH:20][CH:21]=2)[CH:31]=1. The yield is 0.120. (3) The reactants are [NH2:1][C:2]1[CH:7]=[CH:6][C:5]([C:8]2[C:16]3[C:15]([NH:17][C@H:18]([C:20]4[N:25]([C:26]5[CH:31]=[CH:30][CH:29]=[CH:28][CH:27]=5)[C:24](=[O:32])[C:23]5=[C:33]([CH3:36])[CH:34]=[CH:35][N:22]5[N:21]=4)[CH3:19])=[N:14][CH:13]=[N:12][C:11]=3[N:10]([CH2:37][O:38][CH2:39][CH2:40][Si:41]([CH3:44])([CH3:43])[CH3:42])[CH:9]=2)=[C:4]([O:45][CH3:46])[CH:3]=1.N1C=CC=CC=1.[O:53]1[CH2:58][CH2:57][CH:56]([CH2:59][S:60](Cl)(=[O:62])=[O:61])[CH2:55][CH2:54]1. The catalyst is O1CCCC1. The product is [CH3:46][O:45][C:4]1[CH:3]=[C:2]([NH:1][S:60]([CH2:59][CH:56]2[CH2:57][CH2:58][O:53][CH2:54][CH2:55]2)(=[O:62])=[O:61])[CH:7]=[CH:6][C:5]=1[C:8]1[C:16]2[C:15]([NH:17][C@H:18]([C:20]3[N:25]([C:26]4[CH:31]=[CH:30][CH:29]=[CH:28][CH:27]=4)[C:24](=[O:32])[C:23]4=[C:33]([CH3:36])[CH:34]=[CH:35][N:22]4[N:21]=3)[CH3:19])=[N:14][CH:13]=[N:12][C:11]=2[N:10]([CH2:37][O:38][CH2:39][CH2:40][Si:41]([CH3:43])([CH3:42])[CH3:44])[CH:9]=1. The yield is 0.680. (4) The reactants are [CH2:1]([NH:4][CH:5]1[CH2:13][CH2:12][C:8]2[N:9]=[CH:10][S:11][C:7]=2[CH2:6]1)[CH2:2][CH3:3].[O:14]=[C:15]([N:21]1[CH2:26][CH2:25][N:24]([C:27]2[CH:32]=[CH:31][CH:30]=[CH:29][CH:28]=2)[CH2:23][CH2:22]1)[CH2:16][CH2:17][CH2:18][CH:19]=O.C(O[BH-](OC(=O)C)OC(=O)C)(=O)C.[Na+]. The catalyst is ClCCCl. The product is [C:27]1([N:24]2[CH2:25][CH2:26][N:21]([C:15](=[O:14])[CH2:16][CH2:17][CH2:18][CH2:19][N:4]([CH2:1][CH2:2][CH3:3])[CH:5]3[CH2:13][CH2:12][C:8]4[N:9]=[CH:10][S:11][C:7]=4[CH2:6]3)[CH2:22][CH2:23]2)[CH:32]=[CH:31][CH:30]=[CH:29][CH:28]=1. The yield is 0.670. (5) The reactants are [NH2:1][C:2]1[CH:7]=[C:6]([Cl:8])[CH:5]=[CH:4][C:3]=1[SH:9].Cl[CH2:11][C:12]1[CH:16]=[C:15]([N+:17]([O-:19])=[O:18])[NH:14][N:13]=1.C([O-])([O-])=O.[K+].[K+]. The catalyst is CN(C=O)C. The product is [Cl:8][C:6]1[CH:5]=[CH:4][C:3]([S:9][CH2:11][C:12]2[CH:16]=[C:15]([N+:17]([O-:19])=[O:18])[NH:14][N:13]=2)=[C:2]([CH:7]=1)[NH2:1]. The yield is 0.490. (6) The reactants are [C:1]([C:3]1[CH:8]=[CH:7][CH:6]=[CH:5][C:4]=1[C:9]1[CH:14]=[CH:13][C:12]([CH2:15][C:16]2[C:17](=[O:37])[N:18]([CH:28]3[CH2:31][CH:30]([C:32]([O:34]CC)=O)[CH2:29]3)[C:19]3[N:20]([N:25]=[CH:26][N:27]=3)[C:21]=2[CH2:22][CH2:23][CH3:24])=[C:11]([F:38])[CH:10]=1)#[N:2].[OH-].[Na+].Cl.[CH3:42][Mg]Br. The catalyst is O1CCCC1.C(O)C. The product is [C:32]([CH:30]1[CH2:29][CH:28]([N:18]2[C:17](=[O:37])[C:16]([CH2:15][C:12]3[CH:13]=[CH:14][C:9]([C:4]4[C:3]([C:1]#[N:2])=[CH:8][CH:7]=[CH:6][CH:5]=4)=[CH:10][C:11]=3[F:38])=[C:21]([CH2:22][CH2:23][CH3:24])[N:20]3[N:25]=[CH:26][N:27]=[C:19]23)[CH2:31]1)(=[O:34])[CH3:42]. The yield is 0.730. (7) The reactants are [CH3:1][C@@H:2]([C@@H:5]([O:7][CH:8]1[CH2:13][CH2:12][CH2:11][CH2:10][O:9]1)[CH3:6])[CH2:3][OH:4].CCN(CC)CC.O.CCOCC. The catalyst is CS(C)=O. The product is [CH3:1][C@@H:2]([C@@H:5]([O:7][CH:8]1[CH2:13][CH2:12][CH2:11][CH2:10][O:9]1)[CH3:6])[CH:3]=[O:4]. The yield is 1.00. (8) The reactants are Cl.C(OC([N:9](C(OC(C)(C)C)=O)[C:10]1[C:19]([NH:20][C:21]([C:23]2[CH:28]=[N:27][CH:26]=[CH:25][N:24]=2)=[O:22])=[CH:18][CH:17]=[CH:16][C:11]=1[C:12]([O:14][CH3:15])=[O:13])=O)(C)(C)C. The catalyst is CO. The product is [NH2:9][C:10]1[C:19]([NH:20][C:21]([C:23]2[CH:28]=[N:27][CH:26]=[CH:25][N:24]=2)=[O:22])=[CH:18][CH:17]=[CH:16][C:11]=1[C:12]([O:14][CH3:15])=[O:13]. The yield is 0.850. (9) The reactants are [CH2:1]([C:3]([CH2:15][OH:16])([CH3:14])[C:4]([O:6][CH2:7][C:8]1[CH:13]=[CH:12][CH:11]=[CH:10][CH:9]=1)=[O:5])[OH:2].N1C=CC=CC=1.[C:23](=O)=[O:24].CC(C)=O.ClC(Cl)(OC(=O)OC(Cl)(Cl)Cl)Cl. The catalyst is C(Cl)Cl. The product is [CH3:14][C:3]1([C:4]([O:6][CH2:7][C:8]2[CH:13]=[CH:12][CH:11]=[CH:10][CH:9]=2)=[O:5])[CH2:15][O:16][C:23](=[O:24])[O:2][CH2:1]1. The yield is 0.860.